This data is from Full USPTO retrosynthesis dataset with 1.9M reactions from patents (1976-2016). The task is: Predict the reactants needed to synthesize the given product. (1) Given the product [F:1][C:2]1[CH:7]=[CH:6][C:5]([C@H:8]([NH:10][C@H:11]2[CH2:15][CH2:14][C@@H:13]([C:16]3[CH:17]=[N:18][C:19]([N:31]4[CH2:32][CH2:33][NH:28][C:29](=[O:34])[CH2:30]4)=[N:20][CH:21]=3)[CH2:12]2)[CH3:9])=[CH:4][C:3]=1[O:26][CH3:27], predict the reactants needed to synthesize it. The reactants are: [F:1][C:2]1[CH:7]=[CH:6][C:5]([C@H:8]([NH:10][C@H:11]2[CH2:15][CH2:14][C@@H:13]([C:16]3[CH:17]=[N:18][C:19](S(C)(=O)=O)=[N:20][CH:21]=3)[CH2:12]2)[CH3:9])=[CH:4][C:3]=1[O:26][CH3:27].[NH:28]1[CH2:33][CH2:32][NH:31][CH2:30][C:29]1=[O:34]. (2) Given the product [CH3:1][O:2][C:3](=[O:11])[C:4]1[CH:9]=[CH:8][C:7]([O:18][C:12]2[CH:17]=[CH:16][CH:15]=[CH:14][CH:13]=2)=[N:6][CH:5]=1, predict the reactants needed to synthesize it. The reactants are: [CH3:1][O:2][C:3](=[O:11])[C:4]1[CH:9]=[CH:8][C:7](Cl)=[N:6][CH:5]=1.[C:12]1([OH:18])[CH:17]=[CH:16][CH:15]=[CH:14][CH:13]=1.C([O-])([O-])=O.[Cs+].[Cs+].C([O-])([O-])=O.[K+].[K+].